From a dataset of Catalyst prediction with 721,799 reactions and 888 catalyst types from USPTO. Predict which catalyst facilitates the given reaction. (1) Reactant: [CH3:1][S:2]([CH2:5][CH2:6][CH2:7][O:8][C:9]1[CH:17]=[CH:16][CH:15]=[C:14]2[C:10]=1[CH:11]=[CH:12][N:13]2[C:18]1[CH:23]=[CH:22][N:21]=[C:20]([NH:24][CH:25]2[CH2:30][CH2:29][CH:28]([C:31]([O-])=[O:32])[CH2:27][CH2:26]2)[N:19]=1)(=[O:4])=[O:3].[Na+].[CH2:35]([O:37][C:38]([C@@H:40]1[CH2:45][CH2:44][CH2:43][NH:42][CH2:41]1)=[O:39])[CH3:36].F[P-](F)(F)(F)(F)F.N1(O[P+](N(C)C)(N(C)C)N(C)C)C2C=CC=CC=2N=N1.CCN(C(C)C)C(C)C. Product: [CH2:35]([O:37][C:38]([C@@H:40]1[CH2:45][CH2:44][CH2:43][N:42]([C:31]([CH:28]2[CH2:27][CH2:26][CH:25]([NH:24][C:20]3[N:19]=[C:18]([N:13]4[C:14]5[C:10](=[C:9]([O:8][CH2:7][CH2:6][CH2:5][S:2]([CH3:1])(=[O:3])=[O:4])[CH:17]=[CH:16][CH:15]=5)[CH:11]=[CH:12]4)[CH:23]=[CH:22][N:21]=3)[CH2:30][CH2:29]2)=[O:32])[CH2:41]1)=[O:39])[CH3:36]. The catalyst class is: 136. (2) Product: [CH3:1][O:2][C:3]1[CH:36]=[C:35]([O:37][CH3:38])[CH:34]=[CH:33][C:4]=1[CH2:5][N:6]1[C:14](=[O:15])[N:13]([CH2:46][CH:47]2[CH2:50][CH2:49][O:48]2)[C:12]2[C:7]1=[N:8][C:9]([C:16]1[C:24]3[C:19](=[N:20][CH:21]=[CH:22][CH:23]=3)[N:18]([CH2:25][C:26]3[CH:31]=[CH:30][CH:29]=[CH:28][C:27]=3[F:32])[N:17]=1)=[N:10][CH:11]=2. Reactant: [CH3:1][O:2][C:3]1[CH:36]=[C:35]([O:37][CH3:38])[CH:34]=[CH:33][C:4]=1[CH2:5][N:6]1[C:14](=[O:15])[NH:13][C:12]2[C:7]1=[N:8][C:9]([C:16]1[C:24]3[C:19](=[N:20][CH:21]=[CH:22][CH:23]=3)[N:18]([CH2:25][C:26]3[CH:31]=[CH:30][CH:29]=[CH:28][C:27]=3[F:32])[N:17]=1)=[N:10][CH:11]=2.C(=O)([O-])[O-].[Cs+].[Cs+].Br[CH2:46][CH:47]1[CH2:50][CH2:49][O:48]1.O. The catalyst class is: 3. (3) Product: [N:1]1([CH2:10][N:11]([CH2:12][C:13]2[CH:18]=[CH:17][CH:16]=[CH:15][CH:14]=2)[CH3:19])[C:5]2[CH:6]=[CH:7][CH:8]=[CH:9][C:4]=2[N:3]=[N:2]1. The catalyst class is: 459. Reactant: [NH:1]1[C:5]2[CH:6]=[CH:7][CH:8]=[CH:9][C:4]=2[N:3]=[N:2]1.[CH3:10][NH:11][CH2:12][C:13]1[CH:18]=[CH:17][CH:16]=[CH:15][CH:14]=1.[CH2:19]=O. (4) Reactant: [NH2:1][CH2:2][C:3]1([OH:16])[CH2:8][CH2:7][N:6]([C:9]([O:11][C:12]([CH3:15])([CH3:14])[CH3:13])=[O:10])[CH2:5][CH2:4]1.[Br:17][C:18]([F:25])([F:24])[C:19](OCC)=[O:20]. Product: [Br:17][C:18]([F:25])([F:24])[C:19]([NH:1][CH2:2][C:3]1([OH:16])[CH2:4][CH2:5][N:6]([C:9]([O:11][C:12]([CH3:13])([CH3:15])[CH3:14])=[O:10])[CH2:7][CH2:8]1)=[O:20]. The catalyst class is: 3. (5) Reactant: [Br:1][C:2]1[CH:3]=[CH:4][C:5]([Cl:9])=[C:6]([OH:8])[CH:7]=1.F[C:11]1[CH:18]=[CH:17][C:14]([C:15]#[N:16])=[CH:13][CH:12]=1.C(=O)([O-])[O-].[K+].[K+]. Product: [Br:1][C:2]1[CH:3]=[CH:4][C:5]([Cl:9])=[C:6]([CH:7]=1)[O:8][C:11]1[CH:18]=[CH:17][C:14]([C:15]#[N:16])=[CH:13][CH:12]=1. The catalyst class is: 18. (6) Reactant: [F:1][C:2]1[CH:7]=[CH:6][C:5]([CH2:8][C:9]([OH:11])=O)=[CH:4][CH:3]=1.C(Cl)(=O)C(Cl)=O.[CH:18]([C@H:31]1[O:36][CH2:35][C@@H:34]([NH2:37])[CH2:33][CH2:32]1)([C:25]1[CH:30]=[CH:29][CH:28]=[CH:27][CH:26]=1)[C:19]1[CH:24]=[CH:23][CH:22]=[CH:21][CH:20]=1.C(N(CC)CC)C. Product: [CH:18]([C@H:31]1[O:36][CH2:35][C@@H:34]([NH:37][C:9](=[O:11])[CH2:8][C:5]2[CH:4]=[CH:3][C:2]([F:1])=[CH:7][CH:6]=2)[CH2:33][CH2:32]1)([C:25]1[CH:30]=[CH:29][CH:28]=[CH:27][CH:26]=1)[C:19]1[CH:20]=[CH:21][CH:22]=[CH:23][CH:24]=1. The catalyst class is: 139. (7) Reactant: [NH2:1][C:2]1[CH:3]=[N:4][CH:5]=[CH:6][C:7]=1[CH3:8].[Li][CH:10](CC)[CH3:11].C(OCC)(=O)C.[NH4+].[Cl-]. Product: [CH3:10][C:11]1[NH:1][C:2]2=[CH:3][N:4]=[CH:5][CH:6]=[C:7]2[CH:8]=1. The catalyst class is: 36. (8) Product: [C:30]1([C:34]2[CH:39]=[CH:38][CH:37]=[CH:36][CH:35]=2)[CH:31]=[CH:32][CH:33]=[C:28]([C:27]2[C:26](=[O:40])[C:25]([C:21]3[CH:20]=[C:19]([C:41]4[CH:42]=[CH:43][CH:44]=[CH:45][CH:46]=4)[CH:24]=[CH:23][CH:22]=3)=[C:8]([C:5]3[CH:6]=[CH:7][C:2]([Br:1])=[CH:3][CH:4]=3)[C:10]=2[C:12]2[CH:17]=[CH:16][C:15]([Br:18])=[CH:14][CH:13]=2)[CH:29]=1. The catalyst class is: 107. Reactant: [Br:1][C:2]1[CH:7]=[CH:6][C:5]([C:8]([C:10]([C:12]2[CH:17]=[CH:16][C:15]([Br:18])=[CH:14][CH:13]=2)=O)=O)=[CH:4][CH:3]=1.[C:19]1([C:41]2[CH:46]=[CH:45][CH:44]=[CH:43][CH:42]=2)[CH:24]=[CH:23][CH:22]=[C:21]([CH2:25][C:26](=[O:40])[CH2:27][C:28]2[CH:29]=[C:30]([C:34]3[CH:39]=[CH:38][CH:37]=[CH:36][CH:35]=3)[CH:31]=[CH:32][CH:33]=2)[CH:20]=1.[OH-].C([N+](CCCC)(CCCC)CCCC)CCC.O. (9) Reactant: C([O:3][C:4]([C:6]1[CH:7]=[N:8][N:9]([C:12]2[CH:17]=[CH:16][C:15]([CH:18]3[CH2:20][CH2:19]3)=[CH:14][N:13]=2)[C:10]=1[CH3:11])=[O:5])C.[OH-].[Na+].O. Product: [CH:18]1([C:15]2[CH:16]=[CH:17][C:12]([N:9]3[C:10]([CH3:11])=[C:6]([C:4]([OH:5])=[O:3])[CH:7]=[N:8]3)=[N:13][CH:14]=2)[CH2:19][CH2:20]1. The catalyst class is: 111.